Dataset: Reaction yield outcomes from USPTO patents with 853,638 reactions. Task: Predict the reaction yield, written as a fraction of the theoretical maximum amount of product (1.0 means a 100% yield; for example, 0.34 means a 34% yield). (1) The reactants are Cl.[N:2]1([C@H:7]2[CH2:12][CH2:11][C@H:10]([C:13]([OH:15])=O)[CH2:9][CH2:8]2)[CH2:6][CH2:5][CH2:4][CH2:3]1.Cl.Cl.[CH2:18]([O:20][C:21]1[CH:22]=[C:23]([CH:40]=[CH:41][CH:42]=1)[CH2:24][N:25]1[C:29]2=[N:30][CH:31]=[N:32][C:33]([N:34]3[CH2:39][CH2:38][NH:37][CH2:36][CH2:35]3)=[C:28]2[CH:27]=[N:26]1)[CH3:19].ON1C2C=CC=CC=2N=N1.N=C=N.C(=O)([O-])[O-]. The catalyst is CN(C)C=O.C(N(CC)CC)C.C(Cl)Cl. The product is [CH2:18]([O:20][C:21]1[CH:22]=[C:23]([CH:40]=[CH:41][CH:42]=1)[CH2:24][N:25]1[C:29]2=[N:30][CH:31]=[N:32][C:33]([N:34]3[CH2:35][CH2:36][N:37]([C:13]([C@H:10]4[CH2:9][CH2:8][C@H:7]([N:2]5[CH2:3][CH2:4][CH2:5][CH2:6]5)[CH2:12][CH2:11]4)=[O:15])[CH2:38][CH2:39]3)=[C:28]2[CH:27]=[N:26]1)[CH3:19]. The yield is 0.710. (2) The reactants are [Cl:1][C:2]1[CH:7]=[CH:6][N:5]=[C:4]([CH2:8][C:9]([C:11]2[CH:16]=[CH:15][C:14]([F:17])=[CH:13][CH:12]=2)=O)[CH:3]=1.Cl.[NH2:19][OH:20].[OH-].[Na+]. The catalyst is CO. The product is [Cl:1][C:2]1[CH:7]=[CH:6][N:5]=[C:4]([CH2:8][C:9]([C:11]2[CH:16]=[CH:15][C:14]([F:17])=[CH:13][CH:12]=2)=[N:19][OH:20])[CH:3]=1. The yield is 0.840. (3) The product is [C:36](=[O:46])([O:35][CH2:34][CH:30]1[CH:31]=[CH:32][CH2:33][CH:28]([CH2:27][O:26][C:25](=[O:47])[NH2:24])[CH2:29]1)[NH2:37]. The yield is 0.955. The reactants are FC(F)(C(F)(F)F)COC(=O)OCC(F)(F)C(F)(F)F.FC(F)(C(F)(F)F)C[NH:24][C:25](=[O:47])[O:26][CH2:27][CH:28]1[CH:33]=[CH:32][CH2:31][CH:30]([CH2:34][O:35][C:36](=[O:46])[NH:37]CC(F)(F)C(F)(F)F)[CH2:29]1. No catalyst specified. (4) The reactants are CS(C)=O.[OH-].[K+].[NH:7]1[CH:11]=[CH:10][N:9]=[CH:8]1.[Br:12][C:13]1[CH:20]=[CH:19][C:16]([CH2:17]Br)=[CH:15][CH:14]=1. The catalyst is O. The product is [Br:12][C:13]1[CH:20]=[CH:19][C:16]([CH2:17][N:7]2[CH:11]=[CH:10][N:9]=[CH:8]2)=[CH:15][CH:14]=1. The yield is 0.530. (5) The reactants are [C:1]([O:7][CH2:8][CH3:9])(=[O:6])[CH2:2][C:3]([CH3:5])=O.[F:10][C:11]1[CH:18]=[CH:17][C:14]([CH:15]=O)=[CH:13][CH:12]=1.[NH4+:19].[OH-:20]. The catalyst is CCO.C(Cl)Cl. The product is [F:10][C:11]1[CH:18]=[CH:17][C:14]([CH:15]2[C:2]([C:1]([O:7][CH2:8][CH3:9])=[O:6])=[C:3]([CH3:5])[NH:19][C:3]([CH3:5])=[C:2]2[C:1]([O:7][CH2:8][CH3:9])=[O:20])=[CH:13][CH:12]=1. The yield is 0.580. (6) The reactants are N1CCCC1C(O)=O.C(O)C.[C:12]([CH2:14][C:15]([O:17][CH2:18][CH3:19])=[O:16])#[N:13].[C:20]1(=O)[CH2:25][CH2:24][CH2:23][CH2:22][CH2:21]1. The catalyst is O. The product is [C:12]([C:14](=[C:20]1[CH2:25][CH2:24][CH2:23][CH2:22][CH2:21]1)[C:15]([O:17][CH2:18][CH3:19])=[O:16])#[N:13]. The yield is 0.610. (7) The reactants are [CH2:1]([O:5][C:6]1[C:15]2[C:10](=[CH:11][CH:12]=[C:13](F)[CH:14]=2)[C:9](=[O:17])[N:8]([CH2:18][CH:19]2[CH2:21][CH2:20]2)[C:7]=1[C:22]([O:24]CC)=[O:23])[CH2:2][CH2:3][CH3:4].[OH-:27].[Na+].Cl.[H-].[Na+]. The catalyst is O1CCCC1.C(O)C.C(O)C1C=CC=CC=1.O. The product is [CH2:9]([O:27][C:13]1[CH:14]=[C:15]2[C:10](=[CH:11][CH:12]=1)[C:9](=[O:17])[N:8]([CH2:18][CH:19]1[CH2:21][CH2:20]1)[C:7]([C:22]([OH:24])=[O:23])=[C:6]2[O:5][CH2:1][CH2:2][CH2:3][CH3:4])[C:10]1[CH:15]=[CH:14][CH:13]=[CH:12][CH:11]=1. The yield is 0.694.